This data is from Forward reaction prediction with 1.9M reactions from USPTO patents (1976-2016). The task is: Predict the product of the given reaction. (1) Given the reactants [N:1]([C:4]1[C:9]([F:10])=[CH:8][N:7]=[CH:6][C:5]=1/[CH:11]=[N:12]/[C:13]1[C:20]([Cl:21])=[CH:19][CH:18]=[CH:17][C:14]=1[C:15]#[N:16])=[N+]=[N-], predict the reaction product. The product is: [Cl:21][C:20]1[C:13]([N:12]2[CH:11]=[C:5]3[CH:6]=[N:7][CH:8]=[C:9]([F:10])[C:4]3=[N:1]2)=[C:14]([CH:17]=[CH:18][CH:19]=1)[C:15]#[N:16]. (2) The product is: [O:16]=[C:15]1[NH:14][C:12](=[O:13])[CH2:11][N:1]1[C:2]1[CH:3]=[C:4]([CH:7]=[CH:8][CH:9]=1)[C:5]#[N:6]. Given the reactants [NH2:1][C:2]1[CH:3]=[C:4]([CH:7]=[CH:8][CH:9]=1)[C:5]#[N:6].Cl[CH2:11][C:12]([N:14]=[C:15]=[O:16])=[O:13].C1CCN2C(=NCCC2)CC1, predict the reaction product. (3) Given the reactants [C:1]([CH2:4][O:5][C:6]1[C:11]2[CH2:12][C:13](=[CH:21][CH2:22][CH2:23][N:24]3[CH2:29][CH2:28][C:27]([C:31]4[CH:36]=[CH:35][C:34]([Cl:37])=[CH:33][CH:32]=4)([OH:30])[CH2:26][CH2:25]3)[C:14]3[C:15]([O:20][C:10]=2[CH:9]=[CH:8][CH:7]=1)=[N:16][CH:17]=[CH:18][CH:19]=3)(O)=[O:2].O.ON1C2C=CC=CC=2N=N1.Cl.[CH3:50][N:51](C)[CH2:52]CCN=C=NCC.Cl.CNC, predict the reaction product. The product is: [Cl:37][C:34]1[CH:33]=[CH:32][C:31]([C:27]2([OH:30])[CH2:28][CH2:29][N:24]([CH2:23][CH2:22][CH:21]=[C:13]3[C:14]4[C:15](=[N:16][CH:17]=[CH:18][CH:19]=4)[O:20][C:10]4[CH:9]=[CH:8][CH:7]=[C:6]([O:5][CH2:4][C:1]([N:51]([CH3:52])[CH3:50])=[O:2])[C:11]=4[CH2:12]3)[CH2:25][CH2:26]2)=[CH:36][CH:35]=1. (4) Given the reactants [C:1]1([CH:7]([C:14]2[C:22]3[C:17](=[CH:18][C:19]([OH:23])=[CH:20][CH:21]=3)[NH:16][CH:15]=2)[CH2:8][C:9]([O:11][CH2:12][CH3:13])=[O:10])[CH:6]=[CH:5][CH:4]=[CH:3][CH:2]=1.Br[CH2:25][C:26]([O:28][C:29]([CH3:32])([CH3:31])[CH3:30])=[O:27].C(=O)([O-])[O-].[K+].[K+].C1(C)C=CC=CC=1.CC(C)=O, predict the reaction product. The product is: [C:1]1([CH:7]([C:14]2[C:22]3[C:17](=[CH:18][C:19]([O:23][CH2:25][C:26]([O:28][C:29]([CH3:32])([CH3:31])[CH3:30])=[O:27])=[CH:20][CH:21]=3)[NH:16][CH:15]=2)[CH2:8][C:9]([O:11][CH2:12][CH3:13])=[O:10])[CH:6]=[CH:5][CH:4]=[CH:3][CH:2]=1.